Predict the reaction yield, written as a fraction of the theoretical maximum amount of product (1.0 means a 100% yield; for example, 0.34 means a 34% yield). From a dataset of Reaction yield outcomes from USPTO patents with 853,638 reactions. (1) The yield is 0.780. The product is [C:12]([C:2]1[C:3]2[S:11][CH:10]=[CH:9][C:4]=2[C:5](=[O:8])[NH:6][CH:7]=1)#[N:13]. The reactants are Br[C:2]1[C:3]2[S:11][CH:10]=[CH:9][C:4]=2[C:5](=[O:8])[NH:6][CH:7]=1.[C:12]([Cu])#[N:13].Cl. The catalyst is CN(C=O)C. (2) The catalyst is CN(C=O)C. The product is [Cl:1][C:2]1[CH:3]=[C:4]2[C:13](=[C:14]3[C:19]=1[CH:18]=[CH:17][CH:16]=[N:15]3)[NH:12][S:11](=[O:21])(=[O:20])[C:10]1[C:5]2=[CH:6][C:7]([C:22]([N:25]2[CH2:30][CH2:29][O:28][CH2:27][CH2:26]2)=[O:23])=[CH:8][CH:9]=1. The reactants are [Cl:1][C:2]1[CH:3]=[C:4]2[C:13](=[C:14]3[C:19]=1[CH:18]=[CH:17][CH:16]=[N:15]3)[NH:12][S:11](=[O:21])(=[O:20])[C:10]1[C:5]2=[CH:6][C:7]([C:22](O)=[O:23])=[CH:8][CH:9]=1.[NH:25]1[CH2:30][CH2:29][O:28][CH2:27][CH2:26]1.CCN=C=NCCCN(C)C.Cl.C1C=CC2N(O)N=NC=2C=1. The yield is 0.460. (3) The reactants are C1C2C(COC(=O)[NH:17][CH2:18][CH2:19][CH2:20][CH2:21][C@H:22]([NH:45][C:46](=[O:58])[C@@H:47]([N:49]([C:51]([O:53][C:54]([CH3:57])([CH3:56])[CH3:55])=[O:52])[CH3:50])[CH3:48])[C:23]([N:25]3[CH2:29][CH2:28][CH2:27][C@H:26]3[C:30]3[CH:31]=[N:32][CH:33]=[C:34]([C:36](=[O:44])[C:37]4[CH:42]=[CH:41][C:40]([F:43])=[CH:39][CH:38]=4)[CH:35]=3)=[O:24])C3C(=CC=CC=3)C=2C=CC=1.CNC. The yield is 0.690. The product is [C:54]([O:53][C:51](=[O:52])[N:49]([C@H:47]([C:46](=[O:58])[NH:45][C@H:22]([C:23]([N:25]1[CH2:29][CH2:28][CH2:27][C@H:26]1[C:30]1[CH:31]=[N:32][CH:33]=[C:34]([C:36](=[O:44])[C:37]2[CH:42]=[CH:41][C:40]([F:43])=[CH:39][CH:38]=2)[CH:35]=1)=[O:24])[CH2:21][CH2:20][CH2:19][CH2:18][NH2:17])[CH3:48])[CH3:50])([CH3:55])([CH3:56])[CH3:57]. The catalyst is C1COCC1. (4) The reactants are [NH2:1][C@H:2]([C:4]1[N:13]([C:14]2[CH:19]=[CH:18][CH:17]=[C:16]([O:20][CH2:21][C:22]([F:25])([F:24])[F:23])[CH:15]=2)[C:12](=[O:26])[C:11]2[C:6](=[CH:7][CH:8]=[CH:9][C:10]=2[F:27])[N:5]=1)[CH3:3].Cl[C:29]1[C:30]2[C:37]([C:38]([F:41])([F:40])[F:39])=[CH:36][NH:35][C:31]=2[N:32]=[CH:33][N:34]=1.C(N(C(C)C)CC)(C)C. The catalyst is CC(O)(C)C. The product is [F:27][C:10]1[CH:9]=[CH:8][CH:7]=[C:6]2[C:11]=1[C:12](=[O:26])[N:13]([C:14]1[CH:19]=[CH:18][CH:17]=[C:16]([O:20][CH2:21][C:22]([F:23])([F:25])[F:24])[CH:15]=1)[C:4]([C@@H:2]([NH:1][C:29]1[C:30]3[C:37]([C:38]([F:41])([F:40])[F:39])=[CH:36][NH:35][C:31]=3[N:32]=[CH:33][N:34]=1)[CH3:3])=[N:5]2. The yield is 0.440. (5) The reactants are [CH3:1][O:2][C:3]1[CH:4]=[C:5]([C:11]([C@@H:13]2[C@:22]3([CH3:23])[C@H:17]([C:18]([CH3:25])([CH3:24])[CH2:19][CH2:20][CH2:21]3)[CH2:16][C@H:15]([CH2:26][NH2:27])[C@H:14]2[CH3:28])=[O:12])[CH:6]=[C:7]([O:9][CH3:10])[CH:8]=1.[C:29](O)(=[O:36])[C:30]1[CH:35]=[CH:34][CH:33]=[CH:32][CH:31]=1.C1CCC(N=C=NC2CCCCC2)CC1. The catalyst is C(Cl)Cl. The product is [CH3:10][O:9][C:7]1[CH:6]=[C:5]([C:11]([C@@H:13]2[C@:22]3([CH3:23])[C@H:17]([C:18]([CH3:24])([CH3:25])[CH2:19][CH2:20][CH2:21]3)[CH2:16][C@H:15]([CH2:26][NH:27][C:29](=[O:36])[C:30]3[CH:35]=[CH:34][CH:33]=[CH:32][CH:31]=3)[C@H:14]2[CH3:28])=[O:12])[CH:4]=[C:3]([O:2][CH3:1])[CH:8]=1. The yield is 0.690. (6) The reactants are [Br:1][C:2]1[CH:3]=[C:4]([CH:8]([NH2:11])[CH2:9][NH2:10])[CH:5]=[CH:6][CH:7]=1.[OH-].[K+].[CH:14]1[C:27]2[C:26](=O)[C:25](=O)[C:24]3[C:19](=[CH:20][CH:21]=[CH:22][CH:23]=3)[C:18]=2[CH:17]=[CH:16][CH:15]=1. The catalyst is C(O)C. The product is [Br:1][C:2]1[CH:3]=[C:4]([C:8]2[CH:9]=[N:10][C:26]3[C:25](=[C:24]4[CH:23]=[CH:22][CH:21]=[CH:20][C:19]4=[C:18]4[CH:17]=[CH:16][CH:15]=[CH:14][C:27]4=3)[N:11]=2)[CH:5]=[CH:6][CH:7]=1. The yield is 0.700. (7) The reactants are [C:1]1([C:7]2([C:10]([OH:12])=O)[CH2:9][CH2:8]2)[CH:6]=[CH:5][CH:4]=[CH:3][CH:2]=1.S(Cl)([Cl:15])=O. The catalyst is CN(C)C=O.ClCCl. The product is [C:1]1([C:7]2([C:10]([Cl:15])=[O:12])[CH2:9][CH2:8]2)[CH:6]=[CH:5][CH:4]=[CH:3][CH:2]=1. The yield is 0.999. (8) The catalyst is C(O)C.C1(C)C=CC=CC=1. The product is [Cl:31][C:32]1[CH:33]=[C:34]([NH:35][C:29]([NH:28][C:26](=[O:27])[CH2:25][CH2:24][O:23][CH2:21][CH3:22])=[S:30])[CH:36]=[CH:37][C:38]=1[O:39][C:40]1[C:49]2[C:44](=[CH:45][C:46]([O:52][CH3:53])=[C:47]([O:50][CH3:51])[CH:48]=2)[N:43]=[CH:42][CH:41]=1. The reactants are S(Cl)(Cl)=O.C(OCCC(O)=O)C.C(OCCC(Cl)=O)C.[CH2:21]([O:23][CH2:24][CH2:25][C:26]([N:28]=[C:29]=[S:30])=[O:27])[CH3:22].[Cl:31][C:32]1[CH:33]=[C:34]([CH:36]=[CH:37][C:38]=1[O:39][C:40]1[C:49]2[C:44](=[CH:45][C:46]([O:52][CH3:53])=[C:47]([O:50][CH3:51])[CH:48]=2)[N:43]=[CH:42][CH:41]=1)[NH2:35]. The yield is 0.620. (9) The reactants are [H-].[Na+].CN(C=O)C.[F:8][C:9]1[CH:16]=[CH:15][C:12]([CH:13]=[O:14])=[CH:11][C:10]=1[OH:17].I[CH2:19][CH3:20]. The catalyst is C(OCC)(=O)C.O. The product is [CH2:19]([O:17][C:10]1[CH:11]=[C:12]([CH:15]=[CH:16][C:9]=1[F:8])[CH:13]=[O:14])[CH3:20]. The yield is 0.700. (10) The reactants are [CH:1]([C:3]1[CH:11]=[CH:10][C:6]([C:7]([OH:9])=[O:8])=[C:5]([CH3:12])[CH:4]=1)=[O:2].S(=O)(=O)(O)O.[CH2:18](O)[CH3:19]. No catalyst specified. The product is [CH:1]([C:3]1[CH:11]=[CH:10][C:6]([C:7]([O:9][CH2:18][CH3:19])=[O:8])=[C:5]([CH3:12])[CH:4]=1)=[O:2]. The yield is 0.800.